Dataset: Full USPTO retrosynthesis dataset with 1.9M reactions from patents (1976-2016). Task: Predict the reactants needed to synthesize the given product. (1) Given the product [CH2:1]([O:6][C:7]([NH:9][C@H:10]([C:15]([OH:17])=[O:16])[CH2:11][CH2:12][CH2:13][CH3:14])=[O:8])[CH2:2][CH2:3][CH:4]=[CH2:5], predict the reactants needed to synthesize it. The reactants are: [CH2:1]([O:6][C:7]([NH:9][C@H:10]([C:15]([O:17]C)=[O:16])[CH2:11][CH2:12][CH2:13][CH3:14])=[O:8])[CH2:2][CH2:3][CH:4]=[CH2:5].[OH-].[Na+].Cl. (2) Given the product [CH:1]1([CH2:7][C:8](=[O:18])[CH2:9][NH:10][C:11](=[O:17])[C:12]([O:14][CH2:15][CH3:16])=[O:13])[CH2:2][CH2:3][CH2:4][CH2:5][CH2:6]1, predict the reactants needed to synthesize it. The reactants are: [CH:1]1([CH2:7][CH:8]([OH:18])[CH2:9][NH:10][C:11](=[O:17])[C:12]([O:14][CH2:15][CH3:16])=[O:13])[CH2:6][CH2:5][CH2:4][CH2:3][CH2:2]1.CC(OI1(OC(C)=O)(OC(C)=O)OC(=O)C2C=CC=CC1=2)=O. (3) Given the product [OH:30][C@@H:24]1[CH2:23][N:22]([CH2:21][CH2:20][C@H:19]([N:14]2[C:15](=[O:18])[CH2:16][CH2:17][NH:11][CH2:12][CH2:13]2)[CH2:31][OH:32])[CH2:29][CH2:28][C:25]21[CH2:26][CH2:27]2, predict the reactants needed to synthesize it. The reactants are: C(OC([N:11]1[CH2:17][CH2:16][C:15](=[O:18])[N:14]([C@H:19]([CH2:31][OH:32])[CH2:20][CH2:21][N:22]2[CH2:29][CH2:28][C:25]3([CH2:27][CH2:26]3)[C@H:24]([OH:30])[CH2:23]2)[CH2:13][CH2:12]1)=O)C1C=CC=CC=1.Cl.